Dataset: Reaction yield outcomes from USPTO patents with 853,638 reactions. Task: Predict the reaction yield, written as a fraction of the theoretical maximum amount of product (1.0 means a 100% yield; for example, 0.34 means a 34% yield). (1) The reactants are C(N([CH2:6][CH3:7])CC)C.[C:8](Cl)(=[O:15])[C:9]1[CH:14]=[CH:13][CH:12]=[CH:11][CH:10]=1.O.[CH2:18]1[CH2:22]O[CH2:20][CH2:19]1. The catalyst is Cl[Pd](Cl)([P](C1C=CC=CC=1)(C1C=CC=CC=1)C1C=CC=CC=1)[P](C1C=CC=CC=1)(C1C=CC=CC=1)C1C=CC=CC=1.[Cu]I. The product is [C:9]1([C:8](=[O:15])[C:20]#[C:19][CH2:18][CH2:22][CH2:14]/[CH:13]=[CH:12]/[C:7]2[CH:6]=[CH:11][CH:10]=[CH:9][CH:8]=2)[CH:14]=[CH:13][CH:12]=[CH:11][CH:10]=1. The yield is 0.710. (2) The product is [Br:1][C:2]1[CH:3]=[C:4]([S:8][CH2:10][CH2:11][OH:12])[CH:5]=[CH:6][CH:7]=1. The reactants are [Br:1][C:2]1[CH:3]=[C:4]([SH:8])[CH:5]=[CH:6][CH:7]=1.Br[CH2:10][CH2:11][OH:12].C([O-])([O-])=O.[Cs+].[Cs+]. The catalyst is CN(C=O)C.C(OCC)(=O)C. The yield is 0.810. (3) The reactants are Cl[C:2]1[C:3]2[S:11][CH:10]=[CH:9][C:4]=2[N:5]=[C:6]([CH3:8])[N:7]=1.C[C:13]1[N:14]=[C:15](O)[C:16]2S[CH:20]=[CH:19][C:17]=2N=1.CN(C)[CH:25]=[O:26].P(Cl)(Cl)(Cl)=O.Cl[CH2:34]CCl. No catalyst specified. The product is [CH3:25][O:26][C:19]1[CH:20]=[CH:34][C:15]([N:14]([CH3:13])[C:2]2[C:3]3[S:11][CH:10]=[CH:9][C:4]=3[N:5]=[C:6]([CH3:8])[N:7]=2)=[CH:16][CH:17]=1. The yield is 0.990. (4) The yield is 0.880. The catalyst is CN(C=O)C. The product is [CH3:1][O:2][C:3]1[C:12]2[C:7](=[CH:8][CH:9]=[CH:10][CH:11]=2)[C:6]([O:13][CH3:14])=[C:5]([CH3:15])[C:4]=1[CH2:16][CH:17]=[C:18]([CH3:21])[CH:19]=[O:20]. The reactants are [CH3:1][O:2][C:3]1[C:12]2[C:7](=[CH:8][CH:9]=[CH:10][CH:11]=2)[C:6]([O:13][CH3:14])=[C:5]([CH3:15])[C:4]=1[CH2:16][CH:17]=[C:18]([CH3:21])[CH2:19][OH:20].C1C=CC(N=NC2C=CC(N)=NC=2N)=CC=1.Cl.[Cr](O[Cr]([O-])(=O)=O)([O-])(=O)=O. (5) The reactants are Cl[C:2]1[C:7]2[N:8]=[C:9]([S:12][CH3:13])[N:10]=[CH:11][C:6]=2[CH:5]=[CH:4][N:3]=1.[CH:14]1(B(O)O)[CH2:16][CH2:15]1.C1(P(C2CCCCC2)C2CCCCC2)CCCCC1. The catalyst is C1(C)C=CC=CC=1.O.CCOC(C)=O.CC([O-])=O.CC([O-])=O.[Pd+2]. The product is [CH:14]1([C:2]2[C:7]3[N:8]=[C:9]([S:12][CH3:13])[N:10]=[CH:11][C:6]=3[CH:5]=[CH:4][N:3]=2)[CH2:16][CH2:15]1. The yield is 0.620.